Dataset: Forward reaction prediction with 1.9M reactions from USPTO patents (1976-2016). Task: Predict the product of the given reaction. (1) Given the reactants C(O)(=O)C.O.[Cl:6][C:7]1[CH:43]=[CH:42][CH:41]=[CH:40][C:8]=1[CH2:9][C:10]1[C:11]([CH:35](OC)[O:36]C)=[N:12][N:13]([S:29]([N:32]([CH3:34])[CH3:33])(=[O:31])=[O:30])[C:14]=1[N:15]1[CH2:20][CH2:19][CH2:18][C@@H:17]([NH:21][C:22](=[O:28])[O:23][C:24]([CH3:27])([CH3:26])[CH3:25])[CH2:16]1, predict the reaction product. The product is: [Cl:6][C:7]1[CH:43]=[CH:42][CH:41]=[CH:40][C:8]=1[CH2:9][C:10]1[C:11]([CH:35]=[O:36])=[N:12][N:13]([S:29]([N:32]([CH3:34])[CH3:33])(=[O:31])=[O:30])[C:14]=1[N:15]1[CH2:20][CH2:19][CH2:18][C@@H:17]([NH:21][C:22](=[O:28])[O:23][C:24]([CH3:27])([CH3:25])[CH3:26])[CH2:16]1. (2) Given the reactants [O:1]=[C:2]1[CH2:7][O:6][CH2:5][C@@H:4]2[CH2:8][N:9](C(OCC3C=CC=CC=3)=O)[CH2:10][CH2:11][N:3]12.C(O)=O.C([O-])=O.[NH4+], predict the reaction product. The product is: [CH2:5]1[C@@H:4]2[CH2:8][NH:9][CH2:10][CH2:11][N:3]2[C:2](=[O:1])[CH2:7][O:6]1. (3) Given the reactants [CH3:1][O:2][C:3]1[CH:8]=[CH:7][C:6]([C:9]2[N:10]=[C:11]([NH2:14])[S:12][CH:13]=2)=[CH:5][CH:4]=1.[Cl:15][C:16]1[C:17]([CH3:26])=[C:18]([S:22](Cl)(=[O:24])=[O:23])[CH:19]=[CH:20][CH:21]=1, predict the reaction product. The product is: [Cl:15][C:16]1[C:17]([CH3:26])=[C:18]([S:22]([NH:14][C:11]2[S:12][CH:13]=[C:9]([C:6]3[CH:5]=[CH:4][C:3]([O:2][CH3:1])=[CH:8][CH:7]=3)[N:10]=2)(=[O:24])=[O:23])[CH:19]=[CH:20][CH:21]=1.